From a dataset of Reaction yield outcomes from USPTO patents with 853,638 reactions. Predict the reaction yield, written as a fraction of the theoretical maximum amount of product (1.0 means a 100% yield; for example, 0.34 means a 34% yield). The reactants are CON(C)[C:4]([C:6]1[S:7][C:8]([CH2:11][NH:12][C:13]2[CH:18]=[C:17]([O:19][CH2:20][C@H:21]3[CH2:23][C@@H:22]3[C:24]3[CH:29]=[CH:28][C:27]([CH3:30])=[CH:26][N:25]=3)[N:16]=[C:15]([CH3:31])[N:14]=2)=[N:9][N:10]=1)=[O:5].C[Mg+].[Br-].[C:36](=O)(O)[O-].[Na+]. The catalyst is C1COCC1.C1(C)C=CC=CC=1. The product is [CH3:31][C:15]1[N:14]=[C:13]([NH:12][CH2:11][C:8]2[S:7][C:6]([C:4](=[O:5])[CH3:36])=[N:10][N:9]=2)[CH:18]=[C:17]([O:19][CH2:20][C@H:21]2[CH2:23][C@@H:22]2[C:24]2[CH:29]=[CH:28][C:27]([CH3:30])=[CH:26][N:25]=2)[N:16]=1. The yield is 0.770.